From a dataset of Full USPTO retrosynthesis dataset with 1.9M reactions from patents (1976-2016). Predict the reactants needed to synthesize the given product. The reactants are: [Br:1][C:2]1[CH:7]=[C:6]([N+:8]([O-])=O)[C:5]([OH:11])=[C:4]([CH:12]([CH3:14])[CH3:13])[CH:3]=1. Given the product [BrH:1].[NH2:8][C:6]1[CH:7]=[CH:2][CH:3]=[C:4]([CH:12]([CH3:13])[CH3:14])[C:5]=1[OH:11], predict the reactants needed to synthesize it.